Dataset: Forward reaction prediction with 1.9M reactions from USPTO patents (1976-2016). Task: Predict the product of the given reaction. (1) Given the reactants [C:1]([O:5][C:6]([N:8]([C:13]1[CH:27]=[CH:26][C:16]([C:17]([O:19][C:20]([CH3:25])([CH3:24])[C:21]([OH:23])=[O:22])=[O:18])=[CH:15][C:14]=1[O:28][CH2:29][CH:30]1[CH2:32][CH2:31]1)[S:9]([CH3:12])(=[O:11])=[O:10])=[O:7])([CH3:4])([CH3:3])[CH3:2].C(Cl)CCl.[Cl:37][C:38]1[CH:39]=[N+:40]([O-:63])[CH:41]=[C:42]([Cl:62])[C:43]=1[CH2:44][C@@H:45]([C:47]1[CH:52]=[CH:51][C:50]([O:53][CH:54]([F:56])[F:55])=[C:49]([O:57][CH2:58][CH:59]2[CH2:61][CH2:60]2)[CH:48]=1)O, predict the reaction product. The product is: [C:1]([O:5][C:6]([N:8]([C:13]1[CH:27]=[CH:26][C:16]([C:17]([O:19][C:20]([CH3:25])([CH3:24])[C:21]([O:23][C@H:45]([C:47]2[CH:52]=[CH:51][C:50]([O:53][CH:54]([F:55])[F:56])=[C:49]([O:57][CH2:58][CH:59]3[CH2:60][CH2:61]3)[CH:48]=2)[CH2:44][C:43]2[C:42]([Cl:62])=[CH:41][N+:40]([O-:63])=[CH:39][C:38]=2[Cl:37])=[O:22])=[O:18])=[CH:15][C:14]=1[O:28][CH2:29][CH:30]1[CH2:31][CH2:32]1)[S:9]([CH3:12])(=[O:10])=[O:11])=[O:7])([CH3:2])([CH3:3])[CH3:4]. (2) Given the reactants C1(P(=O)(C2C=CC=CC=2)C2C=CC=CC=2)C=CC=CC=1.FC(F)(F)S(OS(C(F)(F)F)(=O)=O)(=O)=O.C([S:43][C:44]([CH3:81])([CH2:74][N:75]1[CH2:80][CH2:79][S:78][CH2:77][CH2:76]1)[CH2:45][NH:46][C:47]([C:49]1[NH:50][C:51]2[C:56]([CH:57]=1)=[CH:55][C:54]([O:58][CH2:59][CH2:60][O:61][CH3:62])=[CH:53][C:52]=2[N:63]([CH3:73])[S:64]([C:67]1[CH:72]=[CH:71][CH:70]=[CH:69][N:68]=1)(=[O:66])=[O:65])=O)C1C=CC=CC=1.C1(SC)C=CC=CC=1.C(=O)(O)[O-].[Na+], predict the reaction product. The product is: [CH3:62][O:61][CH2:60][CH2:59][O:58][C:54]1[CH:55]=[C:56]2[C:51](=[C:52]([N:63]([CH3:73])[S:64]([C:67]3[CH:72]=[CH:71][CH:70]=[CH:69][N:68]=3)(=[O:66])=[O:65])[CH:53]=1)[NH:50][C:49]([C:47]1[S:43][C:44]([CH3:81])([CH2:74][N:75]3[CH2:76][CH2:77][S:78][CH2:79][CH2:80]3)[CH2:45][N:46]=1)=[CH:57]2. (3) Given the reactants C[O:2][C:3](=[O:21])[CH2:4][CH2:5][CH:6]([NH:13][C:14]([O:16][C:17]([CH3:20])([CH3:19])[CH3:18])=[O:15])[CH:7]1[CH2:12][CH2:11][CH2:10][CH2:9][CH2:8]1.[OH-].[Na+].C(O)(=O)CC(CC(O)=O)(C(O)=O)O, predict the reaction product. The product is: [C:17]([O:16][C:14]([NH:13][CH:6]([CH:7]1[CH2:8][CH2:9][CH2:10][CH2:11][CH2:12]1)[CH2:5][CH2:4][C:3]([OH:21])=[O:2])=[O:15])([CH3:20])([CH3:18])[CH3:19]. (4) Given the reactants Cl[C:2]1[CH:7]=[CH:6][C:5]([C:8]2[C:13]([C:14]([F:17])([F:16])[F:15])=[CH:12][C:11]([F:18])=[C:10]([CH2:19][O:20][C:21]3[N:26]=[CH:25][C:24]4[C@@H:27]5[C@@H:30]([C:31]([O:33][CH2:34][CH3:35])=[O:32])[C@@H:28]5[CH2:29][C:23]=4[CH:22]=3)[CH:9]=2)=[C:4]([F:36])[CH:3]=1.FC1C=C(C(F)(F)F)C(C2C=CC(C3CCN(S(C)(=O)=O)CC3)=CC=2)=CC=1COC1N=CC2[C@@H]3[C@@H](C(O)=O)[C@@H]3CC=2C=1.[Cl:79][C:80]1[CH:85]=[CH:84][C:83](B(O)O)=[C:82]([F:89])[CH:81]=1.N#N.CC(C1C=C(C(C)C)C(C2C=CC=CC=2P(C2CCCCC2)C2CCCCC2)=C(C(C)C)C=1)C, predict the reaction product. The product is: [Cl:79][C:80]1[CH:85]=[CH:84][C:83]([C:2]2[CH:7]=[CH:6][C:5]([C:8]3[C:13]([C:14]([F:17])([F:15])[F:16])=[CH:12][C:11]([F:18])=[C:10]([CH2:19][O:20][C:21]4[N:26]=[CH:25][C:24]5[C@@H:27]6[C@@H:30]([C:31]([O:33][CH2:34][CH3:35])=[O:32])[C@@H:28]6[CH2:29][C:23]=5[CH:22]=4)[CH:9]=3)=[C:4]([F:36])[CH:3]=2)=[C:82]([F:89])[CH:81]=1. (5) Given the reactants [CH2:1]([C@@:4]1([CH3:30])[CH2:9][C@H:8]([C:10]2[CH:15]=[CH:14][CH:13]=[C:12]([Cl:16])[CH:11]=2)[C@@H:7]([C:17]2[CH:22]=[CH:21][C:20]([Cl:23])=[CH:19][CH:18]=2)[N:6]([C@@H:24]([CH2:27][CH3:28])[CH:25]=[O:26])[C:5]1=[O:29])[CH:2]=[CH2:3].[CH2:31]([Mg]Br)[CH3:32], predict the reaction product. The product is: [CH2:1]([C@@:4]1([CH3:30])[CH2:9][C@H:8]([C:10]2[CH:15]=[CH:14][CH:13]=[C:12]([Cl:16])[CH:11]=2)[C@@H:7]([C:17]2[CH:18]=[CH:19][C:20]([Cl:23])=[CH:21][CH:22]=2)[N:6]([C@H:24]([CH:25]([OH:26])[CH2:31][CH3:32])[CH2:27][CH3:28])[C:5]1=[O:29])[CH:2]=[CH2:3]. (6) Given the reactants [CH3:1][Si:2]([CH3:13])([CH3:12])[CH2:3][CH:4]([C:10]#[N:11])[C:5]([O:7][CH2:8][CH3:9])=[O:6].[H-].[Na+].Br[CH2:17][C:18]([O:20][CH2:21][CH3:22])=[O:19].[Cl-].[NH4+], predict the reaction product. The product is: [C:10]([C:4]([CH2:3][Si:2]([CH3:1])([CH3:12])[CH3:13])([CH2:17][C:18]([O:20][CH2:21][CH3:22])=[O:19])[C:5]([O:7][CH2:8][CH3:9])=[O:6])#[N:11]. (7) The product is: [CH2:1]([O:3][C:4](=[O:15])[C:5]([OH:14])([C:10]([F:13])([F:12])[F:11])[CH2:6][C:7]([C:19]1[CH:18]=[C:17]([F:16])[CH:22]=[CH:21][C:20]=1[O:31][CH3:28])=[CH2:8])[CH3:2]. Given the reactants [CH2:1]([O:3][C:4](=[O:15])[C:5]([OH:14])([C:10]([F:13])([F:12])[F:11])[CH2:6][C:7](Br)=[CH2:8])[CH3:2].[F:16][C:17]1[CH:18]=[C:19](B(O)O)[CH:20]=[C:21](OC)[CH:22]=1.[C:28](=[O:31])([O-])[O-].[Na+].[Na+], predict the reaction product. (8) Given the reactants [N:1]1[CH:6]=[CH:5][CH:4]=[CH:3][C:2]=1[O:7][CH2:8][C:9]1[CH:14]=[CH:13][C:12]([CH2:15]O)=[CH:11][CH:10]=1.C1(P(C2C=CC=CC=2)C2C=CC=CC=2)C=CC=CC=1.C(Cl)(Cl)(Cl)[Cl:37], predict the reaction product. The product is: [Cl:37][CH2:15][C:12]1[CH:13]=[CH:14][C:9]([CH2:8][O:7][C:2]2[CH:3]=[CH:4][CH:5]=[CH:6][N:1]=2)=[CH:10][CH:11]=1. (9) The product is: [O:29]=[C:24]1[CH2:25][CH2:26][C:27](=[O:28])[N:23]1[O:20][C:19]([C:4]1[CH:5]=[CH:6][C:7]([C:9]2[C:14]([C:15]([F:18])([F:17])[F:16])=[CH:13][CH:12]=[CH:11][N:10]=2)=[N:8][C:3]=1[NH2:2])=[O:21]. Given the reactants Cl.[NH2:2][C:3]1[N:8]=[C:7]([C:9]2[C:14]([C:15]([F:18])([F:17])[F:16])=[CH:13][CH:12]=[CH:11][N:10]=2)[CH:6]=[CH:5][C:4]=1[C:19]([OH:21])=[O:20].O[N:23]1[C:27](=[O:28])[CH2:26][CH2:25][C:24]1=[O:29].CCN(C(C)C)C(C)C.CCN=C=NCCCN(C)C, predict the reaction product. (10) Given the reactants C(Cl)(=O)C(Cl)=O.[F:7][C:8]1[CH:16]=[CH:15][C:11]([C:12](O)=[O:13])=[C:10]([C:17]([F:20])([F:19])[F:18])[CH:9]=1.CN.C1COCC1.[CH2:28]([N:30](CC)CC)C, predict the reaction product. The product is: [F:7][C:8]1[CH:16]=[CH:15][C:11]([C:12]([NH:30][CH3:28])=[O:13])=[C:10]([C:17]([F:20])([F:19])[F:18])[CH:9]=1.